Dataset: Reaction yield outcomes from USPTO patents with 853,638 reactions. Task: Predict the reaction yield, written as a fraction of the theoretical maximum amount of product (1.0 means a 100% yield; for example, 0.34 means a 34% yield). (1) The reactants are [CH3:1][C:2]1[C:12]2[N:11]3[CH2:13][C@H:8]([CH2:9][CH2:10]3)[NH:7][C:6]=2[N:5]=[C:4]([C:14]2[CH:15]=[N:16][C:17]([CH3:20])=[CH:18][CH:19]=2)[CH:3]=1.[N:21]1[CH:26]=[CH:25][CH:24]=[C:23]([NH:27][C:28](=O)[O:29]C2C=CC=CC=2)[CH:22]=1.C(OCC)(=O)C. The catalyst is O1CCCC1. The product is [CH3:1][C:2]1[C:12]2[N:11]3[CH2:13][C@H:8]([CH2:9][CH2:10]3)[N:7]([C:28]([NH:27][C:23]3[CH:22]=[N:21][CH:26]=[CH:25][CH:24]=3)=[O:29])[C:6]=2[N:5]=[C:4]([C:14]2[CH:15]=[N:16][C:17]([CH3:20])=[CH:18][CH:19]=2)[CH:3]=1. The yield is 0.226. (2) The reactants are [C:1]1([CH3:10])[CH:6]=[CH:5][CH:4]=[C:3]([C:7]([OH:9])=O)[CH:2]=1.C(N1C=CN=C1)(N1C=CN=C1)=O.Cl.[NH2:24][CH2:25][C:26]1[CH:35]=[CH:34][CH:33]=[C:32]2[C:27]=1[C:28](=[O:45])[N:29]([CH:37]1[CH2:42][CH2:41][C:40](=[O:43])[NH:39][C:38]1=[O:44])[C:30]([CH3:36])=[N:31]2. The yield is 0.760. The product is [O:44]=[C:38]1[CH:37]([N:29]2[C:28](=[O:45])[C:27]3[C:32](=[CH:33][CH:34]=[CH:35][C:26]=3[CH2:25][NH:24][C:7](=[O:9])[C:3]3[CH:4]=[CH:5][CH:6]=[C:1]([CH3:10])[CH:2]=3)[N:31]=[C:30]2[CH3:36])[CH2:42][CH2:41][C:40](=[O:43])[NH:39]1. The catalyst is CN(C=O)C. (3) The reactants are Cl[C:2]1[CH:3]=[C:4]([N:9]2[C:13]3[C:14](=[O:31])[N:15]([C:18]4[CH:23]=[CH:22][C:21]([N:24]5[CH2:29][CH2:28][CH2:27][CH2:26][C:25]5=[O:30])=[CH:20][CH:19]=4)[CH2:16][CH2:17][C:12]=3[C:11]([C:32]([F:35])([F:34])[F:33])=[N:10]2)[CH:5]=[CH:6][C:7]=1[F:8].C[C:37]([N:39](C)C)=O. The catalyst is [C-]#N.[C-]#N.[Zn+2].C1C=CC(/C=C/C(/C=C/C2C=CC=CC=2)=O)=CC=1.C1C=CC(/C=C/C(/C=C/C2C=CC=CC=2)=O)=CC=1.C1C=CC(/C=C/C(/C=C/C2C=CC=CC=2)=O)=CC=1.[Pd].[Pd].C1C=CC(P(C2C=CC=CC=2)[C-]2C=CC=C2)=CC=1.C1C=CC(P(C2C=CC=CC=2)[C-]2C=CC=C2)=CC=1.[Fe+2].[Zn]. The product is [F:8][C:7]1[CH:6]=[CH:5][C:4]([N:9]2[C:13]3[C:14](=[O:31])[N:15]([C:18]4[CH:19]=[CH:20][C:21]([N:24]5[CH2:29][CH2:28][CH2:27][CH2:26][C:25]5=[O:30])=[CH:22][CH:23]=4)[CH2:16][CH2:17][C:12]=3[C:11]([C:32]([F:35])([F:34])[F:33])=[N:10]2)=[CH:3][C:2]=1[C:37]#[N:39]. The yield is 0.500. (4) The reactants are [F:1][C:2]1[CH:7]=[CH:6][CH:5]=[CH:4][C:3]=1[C:8]1[C:20]2[C:19]3[C:14](=[CH:15][C:16]([N:21]4[CH2:26][CH2:25][O:24][CH2:23][CH2:22]4)=[CH:17][CH:18]=3)[NH:13][C:12]=2[C:11]([C:27]([O:29]CC)=[O:28])=[N:10][CH:9]=1.[OH-].[Na+]. The catalyst is CO. The product is [F:1][C:2]1[CH:7]=[CH:6][CH:5]=[CH:4][C:3]=1[C:8]1[C:20]2[C:19]3[C:14](=[CH:15][C:16]([N:21]4[CH2:22][CH2:23][O:24][CH2:25][CH2:26]4)=[CH:17][CH:18]=3)[NH:13][C:12]=2[C:11]([C:27]([OH:29])=[O:28])=[N:10][CH:9]=1. The yield is 0.770.